This data is from Catalyst prediction with 721,799 reactions and 888 catalyst types from USPTO. The task is: Predict which catalyst facilitates the given reaction. (1) Reactant: [OH:1][CH:2]([C:5]1[N:10]=[C:9]([NH:11][CH2:12][C:13]2[CH:18]=[CH:17][C:16]([O:19][CH3:20])=[C:15]([O:21][CH3:22])[CH:14]=2)[N:8]2[N:23]=[C:24]([C:26]3[O:27][CH:28]=[CH:29][CH:30]=3)[N:25]=[C:7]2[CH:6]=1)CO.O.I([O-])(=O)(=O)=O.[Na+]. Product: [CH3:22][O:21][C:15]1[CH:14]=[C:13]([CH:18]=[CH:17][C:16]=1[O:19][CH3:20])[CH2:12][NH:11][C:9]1[N:8]2[N:23]=[C:24]([C:26]3[O:27][CH:28]=[CH:29][CH:30]=3)[N:25]=[C:7]2[CH:6]=[C:5]([CH:2]=[O:1])[N:10]=1. The catalyst class is: 4. (2) The catalyst class is: 246. Reactant: [Cl:1][C:2]1[C:11]([F:12])=[C:10]2[C:5]([CH2:6][CH2:7][NH:8][C:9]2=[O:13])=[CH:4][CH:3]=1.I[C:15]1[CH:16]=[N:17][CH:18]=[CH:19][C:20]=1[CH3:21].P([O-])([O-])([O-])=O.[K+].[K+].[K+]. Product: [Cl:1][C:2]1[C:11]([F:12])=[C:10]2[C:5]([CH2:6][CH2:7][N:8]([C:15]3[CH:16]=[N:17][CH:18]=[CH:19][C:20]=3[CH3:21])[C:9]2=[O:13])=[CH:4][CH:3]=1. (3) Reactant: [CH:1]([N:4]1[CH2:9][CH2:8][CH:7]([O:10][C:11]2[CH:16]=[CH:15][C:14]([C:17]3([CH2:23][NH2:24])[CH2:22][CH2:21][O:20][CH2:19][CH2:18]3)=[CH:13][CH:12]=2)[CH2:6][CH2:5]1)([CH3:3])[CH3:2].Cl[CH2:26][CH2:27][CH2:28][S:29](Cl)(=[O:31])=[O:30].C(N(CC)C(C)C)(C)C.CC(C)([O-])C.[K+]. Product: [NH3:4].[CH:1]([N:4]1[CH2:9][CH2:8][CH:7]([O:10][C:11]2[CH:16]=[CH:15][C:14]([C:17]3([CH2:23][N:24]4[CH2:26][CH2:27][CH2:28][S:29]4(=[O:31])=[O:30])[CH2:18][CH2:19][O:20][CH2:21][CH2:22]3)=[CH:13][CH:12]=2)[CH2:6][CH2:5]1)([CH3:3])[CH3:2]. The catalyst class is: 489. (4) Reactant: [NH:1](C(OC(C)(C)C)=O)[CH2:2][C:3]([NH:5][CH2:6][C:7]([NH:9][CH2:10][C:11]([NH:13][CH2:14][C:15]([NH:17][C@H:18]([C:23]([OH:25])=[O:24])[CH2:19][CH:20]([CH3:22])[CH3:21])=[O:16])=[O:12])=[O:8])=[O:4].[CH3:33][N:34]1[C@@H:51]2[CH2:52][C:39]3[CH:40]=[CH:41][C:42]([O:53][CH3:54])=[C:43]4[O:44][C@H:45]5[C:46]([CH2:48][CH2:49][C@@H:50]2[C@:37]5([C:38]=34)[CH2:36][CH2:35]1)=[O:47].Cl. The catalyst class is: 12. Product: [NH2:1][CH2:2][C:3]([NH:5][CH2:6][C:7]([NH:9][CH2:10][C:11]([NH:13][CH2:14][C:15]([NH:17][C@H:18]([C:23]([OH:25])=[O:24])[CH2:19][CH:20]([CH3:22])[CH3:21])=[O:16])=[O:12])=[O:8])=[O:4].[CH3:33][N:34]1[C@@H:51]2[CH2:52][C:39]3[CH:40]=[CH:41][C:42]([O:53][CH3:54])=[C:43]4[O:44][C@H:45]5[C:46]([CH2:48][CH2:49][C@@H:50]2[C@:37]5([C:38]=34)[CH2:36][CH2:35]1)=[O:47]. (5) Reactant: [Br:1][C:2]1[N:7]=[CH:6][C:5]([NH2:8])=[C:4]([CH3:9])[CH:3]=1.CCN(C(C)C)C(C)C.[C:19](Cl)(=[O:24])[C:20]([CH3:23])([CH3:22])[CH3:21]. Product: [Br:1][C:2]1[N:7]=[CH:6][C:5]([NH:8][C:19](=[O:24])[C:20]([CH3:23])([CH3:22])[CH3:21])=[C:4]([CH3:9])[CH:3]=1. The catalyst class is: 448. (6) The catalyst class is: 342. Product: [CH:31]1([CH2:30][CH:29]([C:28]2[NH:50][C:25]([C:22]3[N:23]=[CH:24][C:19]([CH:9]([OH:8])[CH2:10][OH:11])=[CH:20][CH:21]=3)=[CH:26][CH:27]=2)[C:36]2[CH:41]=[CH:40][C:39]([S:42][CH3:43])=[CH:38][N:37]=2)[CH2:35][CH2:34][CH2:33][CH2:32]1. Reactant: [Si]([O:8][CH:9]([C:19]1[CH:20]=[CH:21][C:22]([C:25](=O)[CH2:26][CH2:27][C:28](=O)[CH:29]([C:36]2[CH:41]=[CH:40][C:39]([S:42][CH3:43])=[CH:38][N:37]=2)[CH2:30][CH:31]2[CH2:35][CH2:34][CH2:33][CH2:32]2)=[N:23][CH:24]=1)[CH2:10][O:11][Si](C(C)(C)C)(C)C)(C(C)(C)C)(C)C.C([O-])(=O)C.[NH4+:50].C(=O)([O-])O.[Na+]. (7) Reactant: [NH2:1][CH2:2][CH2:3][CH2:4][CH2:5][N:6]1[CH2:11][CH2:10][CH:9]([C:12]2[CH:13]=[C:14]([NH:18][C:19](=[O:23])[CH:20]([CH3:22])[CH3:21])[CH:15]=[CH:16][CH:17]=2)[CH2:8][CH2:7]1.[Cl:24][C:25]1[CH:26]=[C:27]([CH:31]=[C:32]([Cl:34])[CH:33]=1)[C:28](Cl)=[O:29]. Product: [Cl:24][C:25]1[CH:26]=[C:27]([CH:31]=[C:32]([Cl:34])[CH:33]=1)[C:28]([NH:1][CH2:2][CH2:3][CH2:4][CH2:5][N:6]1[CH2:7][CH2:8][CH:9]([C:12]2[CH:17]=[CH:16][CH:15]=[C:14]([NH:18][C:19](=[O:23])[CH:20]([CH3:21])[CH3:22])[CH:13]=2)[CH2:10][CH2:11]1)=[O:29]. The catalyst class is: 76. (8) Reactant: O[C:2]1[CH:10]=[C:9]([CH3:11])[C:5]([C:6]([OH:8])=[O:7])=[CH:4][N:3]=1.P(Cl)(Cl)([Cl:14])=O. Product: [CH3:11][C:9]1[C:5]([C:6]([OH:8])=[O:7])=[CH:4][N:3]=[C:2]([Cl:14])[CH:10]=1. The catalyst class is: 6.